Dataset: Catalyst prediction with 721,799 reactions and 888 catalyst types from USPTO. Task: Predict which catalyst facilitates the given reaction. (1) Reactant: [NH:1]([C:5]1[CH:6]=[C:7]([NH:12][C:13](=[O:28])[C:14]2[CH:19]=[CH:18][C:17]([CH2:20][N:21]3[CH2:26][CH2:25][N:24]([CH3:27])[CH2:23][CH2:22]3)=[CH:16][CH:15]=2)[CH:8]=[CH:9][C:10]=1[CH3:11])[C:2]([NH2:4])=[NH:3].[CH3:29][NH:30][CH3:31]. Product: [CH3:27][N:24]1[CH2:25][CH2:26][N:21]([CH2:20][C:17]2[CH:16]=[CH:15][C:14]([C:13]([NH:12][C:7]3[CH:8]=[CH:9][C:10]([CH3:11])=[C:5]([NH:1][C:2]4[N:4]=[C:5]([C:10]5[CH:29]=[N:30][CH:31]=[CH:8][CH:9]=5)[CH:6]=[CH:7][N:3]=4)[CH:6]=3)=[O:28])=[CH:19][CH:18]=2)[CH2:22][CH2:23]1. The catalyst class is: 51. (2) Reactant: [F:1][C:2]1[CH:7]=[CH:6][C:5]([C:8]2[C:16]3[C:11](=[CH:12][CH:13]=[C:14]([C:17]4[NH:18][C:19]([C:22]5[CH:27]=[CH:26][C:25]([N+:28]([O-])=O)=[CH:24][CH:23]=5)=[N:20][N:21]=4)[CH:15]=3)[NH:10][N:9]=2)=[CH:4][CH:3]=1. Product: [F:1][C:2]1[CH:7]=[CH:6][C:5]([C:8]2[C:16]3[C:11](=[CH:12][CH:13]=[C:14]([C:17]4[NH:18][C:19]([C:22]5[CH:27]=[CH:26][C:25]([NH2:28])=[CH:24][CH:23]=5)=[N:20][N:21]=4)[CH:15]=3)[NH:10][N:9]=2)=[CH:4][CH:3]=1. The catalyst class is: 13. (3) Reactant: [C:1]([C:5]1[CH:6]=[C:7]([CH:17]=[C:18]([C:21]([CH3:24])([CH3:23])[CH3:22])[C:19]=1[OH:20])[C:8]([NH:10][C:11]1([C:14](O)=[O:15])[CH2:13][CH2:12]1)=[O:9])([CH3:4])([CH3:3])[CH3:2].[S:25]1[CH:29]=[CH:28][N:27]=[C:26]1[CH2:30][NH2:31].CN(C(ON1N=NC2C=CC=NC1=2)=[N+](C)C)C.F[P-](F)(F)(F)(F)F.CCN(C(C)C)C(C)C. Product: [C:1]([C:5]1[CH:6]=[C:7]([CH:17]=[C:18]([C:21]([CH3:22])([CH3:23])[CH3:24])[C:19]=1[OH:20])[C:8]([NH:10][C:11]1([C:14](=[O:15])[NH:31][CH2:30][C:26]2[S:25][CH:29]=[CH:28][N:27]=2)[CH2:12][CH2:13]1)=[O:9])([CH3:2])([CH3:3])[CH3:4]. The catalyst class is: 2.